From a dataset of Full USPTO retrosynthesis dataset with 1.9M reactions from patents (1976-2016). Predict the reactants needed to synthesize the given product. (1) Given the product [C:26]([CH:27]1[CH2:31][O:32][CH:30]([N:10]2[C:11]3[C:16](=[CH:15][CH:14]=[CH:13][CH:12]=3)[C:8]([C:4]3[CH:3]=[C:2]([NH:1][C:34](=[O:35])[CH2:3][CH:4]([CH3:8])[CH3:5])[CH:7]=[CH:6][CH:5]=3)=[N:9]2)[CH2:29][CH2:28]1)#[N:25], predict the reactants needed to synthesize it. The reactants are: [NH2:1][C:2]1[CH:3]=[C:4]([C:8]2[C:16]3[C:11](=[CH:12][CH:13]=[C:14](C#N)[CH:15]=3)[N:10](C3CCCCO3)[N:9]=2)[CH:5]=[CH:6][CH:7]=1.[N:25]1[CH:30]=[CH:29][CH:28]=[C:27]([C:31](Cl)=[O:32])[CH:26]=1.[CH3:34][OH:35]. (2) Given the product [Br:7][C:8]1[CH:13]=[CH:12][C:11]([CH2:14][NH:15][C:3](=[O:4])[N:2]([CH3:6])[CH3:1])=[C:10]([F:16])[CH:9]=1, predict the reactants needed to synthesize it. The reactants are: [CH3:1][N:2]([CH3:6])[C:3](Cl)=[O:4].[Br:7][C:8]1[CH:13]=[CH:12][C:11]([CH2:14][NH2:15])=[C:10]([F:16])[CH:9]=1.C(N(CC)CC)C. (3) Given the product [Br:1][C:14]1[C:7]2[C:8](=[N:9][CH:10]=[CH:11][C:6]=2[N+:3]([O-:5])=[O:4])[N:12]([CH2:15][O:16][CH2:17][CH2:18][Si:19]([CH3:22])([CH3:21])[CH3:20])[CH:13]=1, predict the reactants needed to synthesize it. The reactants are: [Br:1]Br.[N+:3]([C:6]1[CH:11]=[CH:10][N:9]=[C:8]2[N:12]([CH2:15][O:16][CH2:17][CH2:18][Si:19]([CH3:22])([CH3:21])[CH3:20])[CH:13]=[CH:14][C:7]=12)([O-:5])=[O:4].